From a dataset of NCI-60 drug combinations with 297,098 pairs across 59 cell lines. Regression. Given two drug SMILES strings and cell line genomic features, predict the synergy score measuring deviation from expected non-interaction effect. (1) Drug 1: CC(C1=C(C=CC(=C1Cl)F)Cl)OC2=C(N=CC(=C2)C3=CN(N=C3)C4CCNCC4)N. Drug 2: C1CN(CCN1C(=O)CCBr)C(=O)CCBr. Cell line: MDA-MB-231. Synergy scores: CSS=15.7, Synergy_ZIP=-7.04, Synergy_Bliss=-6.64, Synergy_Loewe=-5.17, Synergy_HSA=-4.87. (2) Drug 1: C1CC(=O)NC(=O)C1N2CC3=C(C2=O)C=CC=C3N. Drug 2: CCC1(CC2CC(C3=C(CCN(C2)C1)C4=CC=CC=C4N3)(C5=C(C=C6C(=C5)C78CCN9C7C(C=CC9)(C(C(C8N6C=O)(C(=O)OC)O)OC(=O)C)CC)OC)C(=O)OC)O.OS(=O)(=O)O. Cell line: SNB-75. Synergy scores: CSS=11.3, Synergy_ZIP=-1.55, Synergy_Bliss=-0.147, Synergy_Loewe=1.82, Synergy_HSA=2.18. (3) Drug 1: C1CN1P(=S)(N2CC2)N3CC3. Drug 2: CC(C)CN1C=NC2=C1C3=CC=CC=C3N=C2N. Cell line: T-47D. Synergy scores: CSS=29.9, Synergy_ZIP=-7.37, Synergy_Bliss=-2.32, Synergy_Loewe=0.517, Synergy_HSA=-0.646.